This data is from Forward reaction prediction with 1.9M reactions from USPTO patents (1976-2016). The task is: Predict the product of the given reaction. (1) Given the reactants [B:9]1([B:9]2[O:14][CH2:13][C:12]([CH3:16])([CH3:15])[CH2:11][O:10]2)[O:14][CH2:13][C:12]([CH3:16])([CH3:15])[CH2:11][O:10]1.FC1C=CC=C(F)C=1[C:25]1[CH:30]=[CH:29][C:28]([NH2:31])=[C:27]([N+:32]([O-:34])=[O:33])[CH:26]=1.C(Cl)[Cl:36].CC([O-])=O.[K+], predict the reaction product. The product is: [Cl:36][C:29]1[CH:30]=[C:25]([B:9]2[O:10][CH2:11][C:12]([CH3:15])([CH3:16])[CH2:13][O:14]2)[CH:26]=[C:27]([N+:32]([O-:34])=[O:33])[C:28]=1[NH2:31]. (2) Given the reactants [F:1][C:2]1[CH:10]=[CH:9][C:5]([C:6]([OH:8])=O)=[C:4]([NH:11][CH3:12])[CH:3]=1.[NH2:13][C:14](N)=[O:15], predict the reaction product. The product is: [F:1][C:2]1[CH:3]=[C:4]2[C:5]([C:6](=[O:8])[NH:13][C:14](=[O:15])[N:11]2[CH3:12])=[CH:9][CH:10]=1. (3) Given the reactants [Mg].II.Br[C:5]1[CH:10]=[CH:9][C:8]([F:11])=[CH:7][CH:6]=1.[P:12]([O-:19])(OCC)OCC.Cl, predict the reaction product. The product is: [F:11][C:8]1[CH:9]=[CH:10][C:5]([PH:12](=[O:19])[C:5]2[CH:10]=[CH:9][C:8]([F:11])=[CH:7][CH:6]=2)=[CH:6][CH:7]=1.